The task is: Predict the reactants needed to synthesize the given product.. This data is from Full USPTO retrosynthesis dataset with 1.9M reactions from patents (1976-2016). (1) Given the product [OH:1][C:2]([C:3]1[O:4][N:9]=[C:10]([C:13]2[S:14][CH:15]=[C:16]([C:18]([O:20][C:21]([CH3:24])([CH3:23])[CH3:22])=[O:19])[N:17]=2)[N:11]=1)([CH3:7])[CH3:6], predict the reactants needed to synthesize it. The reactants are: [OH:1][C:2]([CH3:7])([CH3:6])[C:3](Cl)=[O:4].O[NH:9]/[C:10](/[C:13]1[S:14][CH:15]=[C:16]([C:18]([O:20][C:21]([CH3:24])([CH3:23])[CH3:22])=[O:19])[N:17]=1)=[N:11]\[H]. (2) Given the product [CH2:27]([O:26][C:24]1[C:18]2[CH2:19][C:20]([CH3:23])([CH3:22])[O:21][C:17]=2[CH:16]=[C:15]([C:13]([NH:12][C:9]2[CH:10]=[CH:11][C:6]([C:5]([OH:34])=[O:4])=[CH:7][N:8]=2)=[O:14])[CH:25]=1)[C:28]1[CH:33]=[CH:32][CH:31]=[CH:30][CH:29]=1, predict the reactants needed to synthesize it. The reactants are: [OH-].[Na+].C[O:4][C:5](=[O:34])[C:6]1[CH:11]=[CH:10][C:9]([NH:12][C:13]([C:15]2[CH:25]=[C:24]([O:26][CH2:27][C:28]3[CH:33]=[CH:32][CH:31]=[CH:30][CH:29]=3)[C:18]3[CH2:19][C:20]([CH3:23])([CH3:22])[O:21][C:17]=3[CH:16]=2)=[O:14])=[N:8][CH:7]=1. (3) Given the product [Cl:29][C:30]1[C:31]([CH3:57])=[C:32]([NH:38][C@@H:39]([C:40]2[O:52][C:44]([C:45]3[CH:50]=[CH:49][C:48]([F:51])=[CH:47][CH:46]=3)=[N:43][N:42]=2)[C:53]([OH:56])([CH3:55])[CH3:54])[CH:33]=[CH:34][C:35]=1[C:36]#[N:37], predict the reactants needed to synthesize it. The reactants are: C1(P(C2C=CC=CC=2)C2C=CC=CC=2)C=CC=CC=1.II.CCN(CC)CC.[Cl:29][C:30]1[C:31]([CH3:57])=[C:32]([NH:38][C@H:39]([C:53]([OH:56])([CH3:55])[CH3:54])[C:40]([NH:42][NH:43][C:44](=[O:52])[C:45]2[CH:50]=[CH:49][C:48]([F:51])=[CH:47][CH:46]=2)=O)[CH:33]=[CH:34][C:35]=1[C:36]#[N:37]. (4) Given the product [CH3:29][C:25]1([CH3:28])[O:24][C@@H:23]([CH2:22][O:21][C:18]2[CH:19]=[CH:20][C:8]3[C:7](=[O:30])[C:6]4[C:5]5[C:13](=[CH:14][C:2]([C:33]6[CH:34]=[CH:35][S:31][CH:32]=6)=[CH:3][CH:4]=5)[NH:12][C:11]=4[C:10]([CH3:15])([CH3:16])[C:9]=3[CH:17]=2)[CH2:27][O:26]1, predict the reactants needed to synthesize it. The reactants are: Br[C:2]1[CH:14]=[C:13]2[C:5]([C:6]3[C:7](=[O:30])[C:8]4[CH:20]=[CH:19][C:18]([O:21][CH2:22][C@H:23]5[CH2:27][O:26][C:25]([CH3:29])([CH3:28])[O:24]5)=[CH:17][C:9]=4[C:10]([CH3:16])([CH3:15])[C:11]=3[NH:12]2)=[CH:4][CH:3]=1.[S:31]1[CH:35]=[CH:34][C:33](B(O)O)=[CH:32]1.[O-]P([O-])([O-])=O.[K+].[K+].[K+]. (5) The reactants are: [F:1][C:2]1[CH:3]=[C:4]([C:17]([O:19][CH3:20])=[O:18])[C:5]2[CH:6]=[C:7]([C@@:11]3([CH3:16])[CH2:15][CH2:14][CH2:13][NH:12]3)[NH:8][C:9]=2[CH:10]=1.CC#N.[CH3:24][O:25][C:26](=[O:29])[CH2:27]Br.CCN(C(C)C)C(C)C. Given the product [F:1][C:2]1[CH:3]=[C:4]([C:17]([O:19][CH3:20])=[O:18])[C:5]2[CH:6]=[C:7]([C@@:11]3([CH3:16])[CH2:15][CH2:14][CH2:13][N:12]3[CH2:27][C:26]([O:25][CH3:24])=[O:29])[NH:8][C:9]=2[CH:10]=1, predict the reactants needed to synthesize it. (6) Given the product [Br:24][C:22]1[N:23]=[C:18]([NH:17][C:14]2[CH:15]=[C:16]3[C:11]([CH:10]=[CH:9][NH:8]3)=[CH:12][CH:13]=2)[C:19]2[N:20]([CH:25]=[CH:26][N:27]=2)[CH:21]=1, predict the reactants needed to synthesize it. The reactants are: C(OC([N:8]1[C:16]2[C:11](=[CH:12][CH:13]=[C:14]([NH:17][C:18]3[C:19]4[N:20]([CH:25]=[CH:26][N:27]=4)[CH:21]=[C:22]([Br:24])[N:23]=3)[CH:15]=2)[CH:10]=[CH:9]1)=O)(C)(C)C.C(O)(C(F)(F)F)=O. (7) Given the product [Cl:32][C:33]1[S:37][C:36]([S:38]([NH:41][C:23]([NH:22][CH2:21][CH2:20][C:17]2[CH:16]=[CH:15][C:14]([N:13]3[C:6]4=[N:7][C:8]([CH3:12])=[CH:9][C:10]([CH3:11])=[C:5]4[N:4]=[C:3]3[CH2:1][CH3:2])=[CH:19][CH:18]=2)=[O:24])(=[O:40])=[O:39])=[CH:35][CH:34]=1, predict the reactants needed to synthesize it. The reactants are: [CH2:1]([C:3]1[N:13]([C:14]2[CH:19]=[CH:18][C:17]([CH2:20][CH2:21][NH:22][C:23](=O)[O:24]C3C=CC=CC=3)=[CH:16][CH:15]=2)[C:6]2=[N:7][C:8]([CH3:12])=[CH:9][C:10]([CH3:11])=[C:5]2[N:4]=1)[CH3:2].[Cl:32][C:33]1[S:37][C:36]([S:38]([NH2:41])(=[O:40])=[O:39])=[CH:35][CH:34]=1.